From a dataset of Catalyst prediction with 721,799 reactions and 888 catalyst types from USPTO. Predict which catalyst facilitates the given reaction. Reactant: [O:1]=[C:2]1[N:10]([CH2:11][CH2:12][CH3:13])[C:9]2[N:8]=[C:7]([C:14]34[CH2:22][C:18]([CH:23]=O)([CH2:19][CH2:20][CH2:21]3)[CH2:17][CH2:16][CH2:15]4)[NH:6][C:5]=2[C:4](=[O:25])[N:3]1[CH2:26][CH2:27][CH3:28].C[O:30][C:31](=[O:33])[CH3:32].[Li+].[OH-].O. Product: [O:1]=[C:2]1[N:10]([CH2:11][CH2:12][CH3:13])[C:9]2[N:8]=[C:7]([C:14]34[CH2:22][C:18]([CH:23]=[CH:32][C:31]([OH:33])=[O:30])([CH2:19][CH2:20][CH2:21]3)[CH2:17][CH2:16][CH2:15]4)[NH:6][C:5]=2[C:4](=[O:25])[N:3]1[CH2:26][CH2:27][CH3:28]. The catalyst class is: 36.